This data is from Forward reaction prediction with 1.9M reactions from USPTO patents (1976-2016). The task is: Predict the product of the given reaction. (1) The product is: [CH3:1][O:2][C:3]1[CH:11]=[C:10]2[C:6]([CH:7]=[N:8][C:9]2([CH3:13])[CH3:12])=[CH:5][CH:4]=1. Given the reactants [CH3:1][O:2][C:3]1[CH:11]=[C:10]2[C:6]([CH2:7][NH:8][C:9]2([CH3:13])[CH3:12])=[CH:5][CH:4]=1, predict the reaction product. (2) Given the reactants Cl[C:2]1[N:7]=[C:6]2[CH2:8][CH2:9][CH2:10][C:5]2=[C:4]([Cl:11])[CH:3]=1.[NH:12]1[CH2:16][CH2:15][CH2:14][CH2:13]1, predict the reaction product. The product is: [Cl:11][C:4]1[CH:3]=[C:2]([N:12]2[CH2:16][CH2:15][CH2:14][CH2:13]2)[N:7]=[C:6]2[CH2:8][CH2:9][CH2:10][C:5]=12. (3) The product is: [CH2:1]([C:3]1[C:4]([CH3:12])=[C:5]([CH:9]=[CH:10][CH:11]=1)[C:6]([Cl:20])=[O:7])[CH3:2]. Given the reactants [CH2:1]([C:3]1[C:4]([CH3:12])=[C:5]([CH:9]=[CH:10][CH:11]=1)[C:6](O)=[O:7])[CH3:2].CN(C=O)C.S(Cl)([Cl:20])=O, predict the reaction product.